Regression/Classification. Given a drug SMILES string, predict its absorption, distribution, metabolism, or excretion properties. Task type varies by dataset: regression for continuous measurements (e.g., permeability, clearance, half-life) or binary classification for categorical outcomes (e.g., BBB penetration, CYP inhibition). Dataset: cyp1a2_veith. From a dataset of CYP1A2 inhibition data for predicting drug metabolism from PubChem BioAssay. (1) The drug is COc1ccc(Oc2ncc3nc(-c4ccc(Cl)cc4)c(=O)n(CCC#N)c3n2)cc1. The result is 1 (inhibitor). (2) The compound is CCS(=O)(=O)N1CCCC(C(=O)NCCCOC(C)C)C1. The result is 0 (non-inhibitor).